Dataset: Kinase inhibitor bioactivity data combining Ki, Kd, and IC50 measurements. Task: Regression. Given a target protein amino acid sequence and a drug SMILES string, predict the binding affinity score between them. We predict KIBA score (integrated kinase binding score). Dataset: kiba. (1) The drug is Brc1ccc2cnc(Nc3ccncn3)cc2c1. The target protein (Q06418) has sequence MALRRSMGRPGLPPLPLPPPPRLGLLLAALASLLLPESAAAGLKLMGAPVKLTVSQGQPVKLNCSVEGMEEPDIQWVKDGAVVQNLDQLYIPVSEQHWIGFLSLKSVERSDAGRYWCQVEDGGETEISQPVWLTVEGVPFFTVEPKDLAVPPNAPFQLSCEAVGPPEPVTIVWWRGTTKIGGPAPSPSVLNVTGVTQSTMFSCEAHNLKGLASSRTATVHLQALPAAPFNITVTKLSSSNASVAWMPGADGRALLQSCTVQVTQAPGGWEVLAVVVPVPPFTCLLRDLVPATNYSLRVRCANALGPSPYADWVPFQTKGLAPASAPQNLHAIRTDSGLILEWEEVIPEAPLEGPLGPYKLSWVQDNGTQDELTVEGTRANLTGWDPQKDLIVRVCVSNAVGCGPWSQPLVVSSHDRAGQQGPPHSRTSWVPVVLGVLTALVTAAALALILLRKRRKETRFGQAFDSVMARGEPAVHFRAARSFNRERPERIEATLDSLGI.... The KIBA score is 11.6. (2) The KIBA score is 11.1. The target protein (P11362) has sequence MWSWKCLLFWAVLVTATLCTARPSPTLPEQAQPWGAPVEVESFLVHPGDLLQLRCRLRDDVQSINWLRDGVQLAESNRTRITGEEVEVQDSVPADSGLYACVTSSPSGSDTTYFSVNVSDALPSSEDDDDDDDSSSEEKETDNTKPNRMPVAPYWTSPEKMEKKLHAVPAAKTVKFKCPSSGTPNPTLRWLKNGKEFKPDHRIGGYKVRYATWSIIMDSVVPSDKGNYTCIVENEYGSINHTYQLDVVERSPHRPILQAGLPANKTVALGSNVEFMCKVYSDPQPHIQWLKHIEVNGSKIGPDNLPYVQILKTAGVNTTDKEMEVLHLRNVSFEDAGEYTCLAGNSIGLSHHSAWLTVLEALEERPAVMTSPLYLEIIIYCTGAFLISCMVGSVIVYKMKSGTKKSDFHSQMAVHKLAKSIPLRRQVTVSADSSASMNSGVLLVRPSRLSSSGTPMLAGVSEYELPEDPRWELPRDRLVLGKPLGEGCFGQVVLAEAIGL.... The compound is CC(C)(O)CC(=O)NCCn1ccc2ncnc(Nc3ccc(Oc4cccc(C(F)(F)F)c4)c(Cl)c3)c21.